This data is from NCI-60 drug combinations with 297,098 pairs across 59 cell lines. The task is: Regression. Given two drug SMILES strings and cell line genomic features, predict the synergy score measuring deviation from expected non-interaction effect. (1) Synergy scores: CSS=0.445, Synergy_ZIP=-0.449, Synergy_Bliss=-0.804, Synergy_Loewe=-0.994, Synergy_HSA=-1.22. Cell line: TK-10. Drug 2: CC(C)(C#N)C1=CC(=CC(=C1)CN2C=NC=N2)C(C)(C)C#N. Drug 1: CNC(=O)C1=CC=CC=C1SC2=CC3=C(C=C2)C(=NN3)C=CC4=CC=CC=N4. (2) Drug 1: CN(C)C1=NC(=NC(=N1)N(C)C)N(C)C. Drug 2: CC12CCC3C(C1CCC2OP(=O)(O)O)CCC4=C3C=CC(=C4)OC(=O)N(CCCl)CCCl.[Na+]. Cell line: KM12. Synergy scores: CSS=10.5, Synergy_ZIP=-8.09, Synergy_Bliss=-10.9, Synergy_Loewe=-7.29, Synergy_HSA=-7.31. (3) Drug 1: CS(=O)(=O)C1=CC(=C(C=C1)C(=O)NC2=CC(=C(C=C2)Cl)C3=CC=CC=N3)Cl. Drug 2: CCN(CC)CCCC(C)NC1=C2C=C(C=CC2=NC3=C1C=CC(=C3)Cl)OC. Cell line: UACC-257. Synergy scores: CSS=32.7, Synergy_ZIP=16.3, Synergy_Bliss=19.0, Synergy_Loewe=14.8, Synergy_HSA=16.7. (4) Drug 1: CCCS(=O)(=O)NC1=C(C(=C(C=C1)F)C(=O)C2=CNC3=C2C=C(C=N3)C4=CC=C(C=C4)Cl)F. Drug 2: COCCOC1=C(C=C2C(=C1)C(=NC=N2)NC3=CC=CC(=C3)C#C)OCCOC.Cl. Cell line: MCF7. Synergy scores: CSS=3.46, Synergy_ZIP=-0.0146, Synergy_Bliss=3.45, Synergy_Loewe=-4.32, Synergy_HSA=2.14.